This data is from Full USPTO retrosynthesis dataset with 1.9M reactions from patents (1976-2016). The task is: Predict the reactants needed to synthesize the given product. (1) Given the product [F:48][C:42]1[CH:43]=[C:44]([F:47])[CH:45]=[CH:46][C:41]=1[C@@:13]1([NH:12][C:10]([NH:9][C:1](=[O:8])[C:2]2[CH:7]=[CH:6][CH:5]=[CH:4][CH:3]=2)=[S:11])[C@H:14]([CH2:39][OH:40])[C@@H:15]([CH2:18][O:19][C:20]([C:33]2[CH:38]=[CH:37][CH:36]=[CH:35][CH:34]=2)([C:21]2[CH:22]=[CH:23][CH:24]=[CH:25][CH:26]=2)[C:27]2[CH:32]=[CH:31][CH:30]=[CH:29][CH:28]=2)[O:16][CH2:17]1, predict the reactants needed to synthesize it. The reactants are: [C:1]([N:9]=[C:10]=[S:11])(=[O:8])[C:2]1[CH:7]=[CH:6][CH:5]=[CH:4][CH:3]=1.[NH2:12][C@@:13]1([C:41]2[CH:46]=[CH:45][C:44]([F:47])=[CH:43][C:42]=2[F:48])[CH2:17][O:16][C@H:15]([CH2:18][O:19][C:20]([C:33]2[CH:38]=[CH:37][CH:36]=[CH:35][CH:34]=2)([C:27]2[CH:32]=[CH:31][CH:30]=[CH:29][CH:28]=2)[C:21]2[CH:26]=[CH:25][CH:24]=[CH:23][CH:22]=2)[C@H:14]1[CH2:39][OH:40]. (2) Given the product [Cl:15][C:6]1[C:7]([O:13][CH3:14])=[C:8]([C:11]#[N:12])[CH:9]=[CH:10][C:5]=1[CH2:4][CH2:3][OH:2], predict the reactants needed to synthesize it. The reactants are: C[O:2][C:3](=O)[CH2:4][C:5]1[CH:10]=[CH:9][C:8]([C:11]#[N:12])=[C:7]([O:13][CH3:14])[C:6]=1[Cl:15].[BH4-].[Li+]. (3) Given the product [OH:6][CH:5]([C:7]1[CH:8]=[C:9]2[C:14](=[CH:15][C:16]=1[C:17]([F:18])([F:19])[F:20])[NH:13][C:12](=[O:21])[N:11]([NH:22][S:23]([CH3:26])(=[O:25])=[O:24])[C:10]2=[O:27])[CH2:4][CH2:3][O:2][CH3:1], predict the reactants needed to synthesize it. The reactants are: [CH3:1][O:2][CH2:3][CH2:4][C:5]([C:7]1[CH:8]=[C:9]2[C:14](=[CH:15][C:16]=1[C:17]([F:20])([F:19])[F:18])[NH:13][C:12](=[O:21])[N:11]([NH:22][S:23]([CH3:26])(=[O:25])=[O:24])[C:10]2=[O:27])=[O:6].[BH4-].[Na+].Cl. (4) Given the product [CH2:3]([O:6][C:7]([C:9]([CH2:26][C:27]1[CH:34]=[CH:33][C:30]([C:31]#[N:32])=[CH:29][CH:28]=1)([CH2:16][CH2:17][CH2:18][CH2:19][C:20]([O:22][CH2:23][CH3:24])=[O:21])[C:10]([O:12][CH2:13][CH:14]=[CH2:15])=[O:11])=[O:8])[CH:4]=[CH2:5], predict the reactants needed to synthesize it. The reactants are: [H-].[Na+].[CH2:3]([O:6][C:7]([CH:9]([CH2:16][CH2:17][CH2:18][CH2:19][C:20]([O:22][CH2:23][CH3:24])=[O:21])[C:10]([O:12][CH2:13][CH:14]=[CH2:15])=[O:11])=[O:8])[CH:4]=[CH2:5].Br[CH2:26][C:27]1[CH:34]=[CH:33][C:30]([C:31]#[N:32])=[CH:29][CH:28]=1.O. (5) The reactants are: CC1(C)[O:6][C:5](=[CH:7][C:8]([N:10]([CH2:13][C:14]2[CH:19]=[CH:18][C:17]([F:20])=[CH:16][CH:15]=2)[O:11][CH3:12])=[O:9])[C:4](=[O:21])O1.[C:23]1([CH3:33])[CH:28]=[CH:27][C:26]([S:29]([NH2:32])(=[O:31])=[O:30])=[CH:25][CH:24]=1.[H-].[Na+]. Given the product [F:20][C:17]1[CH:16]=[CH:15][C:14]([CH2:13][N:10]([O:11][CH3:12])[C:8](=[O:9])[CH:7]=[C:5]([OH:6])[C:4](=[O:21])[NH:32][S:29]([C:26]2[CH:27]=[CH:28][C:23]([CH3:33])=[CH:24][CH:25]=2)(=[O:30])=[O:31])=[CH:19][CH:18]=1, predict the reactants needed to synthesize it. (6) Given the product [CH3:25][C:24]1[NH:23][N:22]=[CH:21][C:20]=1[C:18]1[S:19][C:14]2[C:13](=[O:26])[NH:12][C:11]([CH2:10][N:7]3[CH2:8][CH2:9][C:5](=[O:4])[CH2:6]3)=[N:16][C:15]=2[CH:17]=1, predict the reactants needed to synthesize it. The reactants are: O1[C:5]2([CH2:9][CH2:8][N:7]([CH2:10][C:11]3[NH:12][C:13](=[O:26])[C:14]4[S:19][C:18]([C:20]5[CH:21]=[N:22][NH:23][C:24]=5[CH3:25])=[CH:17][C:15]=4[N:16]=3)[CH2:6]2)[O:4]CC1.Cl.C(=O)([O-])O.[Na+].